Dataset: Catalyst prediction with 721,799 reactions and 888 catalyst types from USPTO. Task: Predict which catalyst facilitates the given reaction. (1) Reactant: Br[C:2]1[CH:22]=[CH:21][C:5]2[N:6]([CH2:14][CH:15]3[CH2:20][CH2:19][O:18][CH2:17][CH2:16]3)[C:7]([CH2:9][C:10]([CH3:13])([CH3:12])[CH3:11])=[N:8][C:4]=2[CH:3]=1.C(N(CC)C(C)C)(C)C.[SH:32][CH2:33][C:34]([O:36][CH3:37])=[O:35].C1(P(C2C=CC=CC=2)C2C3OC4C(=CC=CC=4P(C4C=CC=CC=4)C4C=CC=CC=4)C(C)(C)C=3C=CC=2)C=CC=CC=1. Product: [CH3:11][C:10]([CH3:13])([CH3:12])[CH2:9][C:7]1[N:6]([CH2:14][CH:15]2[CH2:20][CH2:19][O:18][CH2:17][CH2:16]2)[C:5]2[CH:21]=[CH:22][C:2]([S:32][CH2:33][C:34]([O:36][CH3:37])=[O:35])=[CH:3][C:4]=2[N:8]=1. The catalyst class is: 62. (2) Reactant: C([O:3][C:4](=[O:19])[C@@H:5]([O:17][CH3:18])[CH2:6][C:7]1[CH:12]=[CH:11][C:10]([C:13]#[C:14][CH2:15]Cl)=[CH:9][CH:8]=1)C.[C:20]1([C:26]2[C:30]3[CH:31]=[CH:32][C:33]([OH:35])=[CH:34][C:29]=3[O:28][CH:27]=2)[CH:25]=[CH:24][CH:23]=[CH:22][CH:21]=1.[Na+].[I-]. Product: [CH3:18][O:17][C@@H:5]([CH2:6][C:7]1[CH:8]=[CH:9][C:10]([C:13]#[C:14][CH2:15][O:35][C:33]2[CH:32]=[CH:31][C:30]3[C:26]([C:20]4[CH:25]=[CH:24][CH:23]=[CH:22][CH:21]=4)=[CH:27][O:28][C:29]=3[CH:34]=2)=[CH:11][CH:12]=1)[C:4]([OH:3])=[O:19]. The catalyst class is: 3. (3) Reactant: [C:1]([C:4]1[N:5]=[C:6]2[C:12]3[CH:13]=[CH:14][C:15]([C:17]([O:19][CH3:20])=[O:18])=[CH:16][C:11]=3[O:10][CH2:9][CH2:8][N:7]2[CH:21]=1)(=O)[NH2:2].COC(OC)[N:25]([CH3:27])C.Cl.[F:31][C:32]([F:37])([F:36])[CH2:33][NH:34]N. Product: [F:31][C:32]([F:37])([F:36])[CH2:33][N:34]1[C:1]([C:4]2[N:5]=[C:6]3[C:12]4[CH:13]=[CH:14][C:15]([C:17]([O:19][CH3:20])=[O:18])=[CH:16][C:11]=4[O:10][CH2:9][CH2:8][N:7]3[CH:21]=2)=[N:2][CH:27]=[N:25]1. The catalyst class is: 15. (4) Reactant: C(O)(=O)C.O.[Br:6][C:7]1[CH:12]=[C:11]([O:13][C:14]2[CH:19]=[CH:18][CH:17]=[CH:16][C:15]=2[O:20][CH3:21])[C:10]([N+:22]([O-])=O)=[CH:9][C:8]=1[F:25]. Product: [Br:6][C:7]1[C:8]([F:25])=[CH:9][C:10]([NH2:22])=[C:11]([O:13][C:14]2[CH:19]=[CH:18][CH:17]=[CH:16][C:15]=2[O:20][CH3:21])[CH:12]=1. The catalyst class is: 13. (5) Reactant: [H-].[Na+].[NH2:3][C:4]1[N:8]2[C:9]([C:13](OCC)=[O:14])=[CH:10][CH:11]=[CH:12][C:7]2=[N:6][C:5]=1[CH3:18]. Product: [CH3:18][C:5]1[N:6]=[C:7]2[N:8]3[C:4]=1[NH:3][C:13](=[O:14])[C:9]3=[CH:10][CH:11]=[CH:12]2. The catalyst class is: 3. (6) Reactant: C(O[C:6]([NH:8][C@H:9]([C:14]([N:16]([CH3:30])[C@@H:17]([CH:27]([CH3:29])[CH3:28])/[CH:18]=[C:19](\[CH2:25][CH3:26])/[C:20]([O:22][CH2:23][CH3:24])=[O:21])=[O:15])[C:10](C)([CH3:12])[CH3:11])=O)(C)(C)C.[ClH:31]. Product: [ClH:31].[CH3:6][NH:8][C@H:9]([C:14]([N:16]([CH3:30])[C@@H:17]([CH:27]([CH3:28])[CH3:29])/[CH:18]=[C:19](\[CH2:25][CH3:26])/[C:20]([O:22][CH2:23][CH3:24])=[O:21])=[O:15])[CH:10]([CH3:11])[CH3:12]. The catalyst class is: 12. (7) Product: [F:30][C:27]([F:28])([F:29])[C:24]1[N:23]=[CH:22][C:21]([C:19]([C:10]2[C:11](=[O:18])[C:12]3[C:17](=[CH:16][CH:15]=[CH:14][CH:13]=3)[NH:8][CH:9]=2)=[O:20])=[CH:26][CH:25]=1. Reactant: COC1C=CC(C[N:8]2[C:17]3[C:12](=[CH:13][CH:14]=[CH:15][CH:16]=3)[C:11](=[O:18])[C:10]([C:19]([C:21]3[CH:22]=[N:23][C:24]([C:27]([F:30])([F:29])[F:28])=[CH:25][CH:26]=3)=[O:20])=[CH:9]2)=CC=1. The catalyst class is: 89.